From a dataset of Retrosynthesis with 50K atom-mapped reactions and 10 reaction types from USPTO. Predict the reactants needed to synthesize the given product. Given the product CC(C)(C)c1nc(N2CCN(CCCCNC(=O)C3CCN(Cc4ccccc4)CC3)CC2)cc(C(F)(F)F)n1, predict the reactants needed to synthesize it. The reactants are: CC(C)(C)c1nc(N2CCN(CCCCN)CC2)cc(C(F)(F)F)n1.O=C(O)C1CCN(Cc2ccccc2)CC1.